Dataset: NCI-60 drug combinations with 297,098 pairs across 59 cell lines. Task: Regression. Given two drug SMILES strings and cell line genomic features, predict the synergy score measuring deviation from expected non-interaction effect. (1) Drug 1: CN1CCC(CC1)COC2=C(C=C3C(=C2)N=CN=C3NC4=C(C=C(C=C4)Br)F)OC. Drug 2: C1=NC2=C(N=C(N=C2N1C3C(C(C(O3)CO)O)F)Cl)N. Cell line: ACHN. Synergy scores: CSS=35.8, Synergy_ZIP=-5.88, Synergy_Bliss=0.798, Synergy_Loewe=-9.24, Synergy_HSA=3.34. (2) Drug 1: CC1OCC2C(O1)C(C(C(O2)OC3C4COC(=O)C4C(C5=CC6=C(C=C35)OCO6)C7=CC(=C(C(=C7)OC)O)OC)O)O. Drug 2: CC1=C2C(C(=O)C3(C(CC4C(C3C(C(C2(C)C)(CC1OC(=O)C(C(C5=CC=CC=C5)NC(=O)C6=CC=CC=C6)O)O)OC(=O)C7=CC=CC=C7)(CO4)OC(=O)C)O)C)OC(=O)C. Cell line: SR. Synergy scores: CSS=60.3, Synergy_ZIP=-3.92, Synergy_Bliss=-5.72, Synergy_Loewe=-6.04, Synergy_HSA=-3.16. (3) Drug 1: COC1=C2C(=CC3=C1OC=C3)C=CC(=O)O2. Drug 2: CC12CCC3C(C1CCC2OP(=O)(O)O)CCC4=C3C=CC(=C4)OC(=O)N(CCCl)CCCl.[Na+]. Cell line: HL-60(TB). Synergy scores: CSS=13.6, Synergy_ZIP=-0.721, Synergy_Bliss=1.49, Synergy_Loewe=5.77, Synergy_HSA=2.23.